Dataset: Catalyst prediction with 721,799 reactions and 888 catalyst types from USPTO. Task: Predict which catalyst facilitates the given reaction. (1) Reactant: [H-].[Na+].[Cl:3][C:4]1[CH:9]=[CH:8][C:7]([CH3:10])=[CH:6][C:5]=1[OH:11].CI.[C:14](O)(=O)CC(CC(O)=O)(C(O)=O)O. Product: [CH3:14][O:11][C:5]1[CH:6]=[C:7]([CH3:10])[CH:8]=[CH:9][C:4]=1[Cl:3]. The catalyst class is: 31. (2) Reactant: I.I.[CH:3]1[N:7]2[C:8]3[CH:17]=[CH:16][CH:15]=[CH:14][C:9]=3[CH2:10][CH2:11][C@@H:12]([NH2:13])[C:6]2=[N:5][CH:4]=1.[CH2:18]([O:20][C:21]1[CH:35]=[CH:34][C:24]([C:25]([NH:27][C:28]2([C:31](O)=[O:32])[CH2:30][CH2:29]2)=[O:26])=[CH:23][CH:22]=1)[CH3:19].O.ON1C2C=CC=CC=2N=N1.C(N(C(C)C)CC)(C)C.Cl.CN(C)CCCN=C=NCC. Product: [CH:3]1[N:7]2[C:8]3[CH:17]=[CH:16][CH:15]=[CH:14][C:9]=3[CH2:10][CH2:11][C@@H:12]([NH:13][C:31]([C:28]3([NH:27][C:25](=[O:26])[C:24]4[CH:34]=[CH:35][C:21]([O:20][CH2:18][CH3:19])=[CH:22][CH:23]=4)[CH2:30][CH2:29]3)=[O:32])[C:6]2=[N:5][CH:4]=1. The catalyst class is: 4. (3) Reactant: CCCCCCC.O1CCCC1.C(C1C=CC=CC=1)C.C([N-]C(C)C)(C)C.[Li+].[C:29]([C:33]1[NH:37][N:36]=[C:35]([CH2:38][C:39]#[N:40])[CH:34]=1)([CH3:32])([CH3:31])[CH3:30].CO[C:43]([CH3:53])=[C:44]([C:47]1[CH:52]=[CH:51][CH:50]=[CH:49][CH:48]=1)[C:45]#[N:46]. Product: [NH2:46][C:45]1[N:36]2[N:37]=[C:33]([C:29]([CH3:32])([CH3:30])[CH3:31])[CH:34]=[C:35]2[C:38]([C:39]#[N:40])=[C:43]([CH3:53])[C:44]=1[C:47]1[CH:52]=[CH:51][CH:50]=[CH:49][CH:48]=1. The catalyst class is: 362. (4) Reactant: [CH:1]1([N:6]2[CH:10]=[C:9]([C:11]3[N:20]=[C:19]([NH:21][CH2:22][C@H:23]4[CH2:28][CH2:27][CH2:26][N:25](C(OC(C)(C)C)=O)[CH2:24]4)[C:14]4=[N:15][CH:16]=[CH:17][N:18]=[C:13]4[CH:12]=3)[CH:8]=[N:7]2)[CH2:5][CH2:4][CH2:3][CH2:2]1.FC(F)(F)C(O)=O. Product: [CH:1]1([N:6]2[CH:10]=[C:9]([C:11]3[N:20]=[C:19]([NH:21][CH2:22][C@H:23]4[CH2:28][CH2:27][CH2:26][NH:25][CH2:24]4)[C:14]4=[N:15][CH:16]=[CH:17][N:18]=[C:13]4[CH:12]=3)[CH:8]=[N:7]2)[CH2:5][CH2:4][CH2:3][CH2:2]1. The catalyst class is: 4. (5) Reactant: [F:1][C:2]1[C:3]2[N:4]([C:8]([CH3:25])=[C:9]([CH2:11][C@@H:12]3[CH2:17][CH2:16][CH2:15][CH2:14][N:13]3C(OC(C)(C)C)=O)[N:10]=2)[CH:5]=[CH:6][CH:7]=1.C(O)(C(F)(F)F)=O. Product: [F:1][C:2]1[C:3]2[N:4]([C:8]([CH3:25])=[C:9]([CH2:11][C@@H:12]3[CH2:17][CH2:16][CH2:15][CH2:14][NH:13]3)[N:10]=2)[CH:5]=[CH:6][CH:7]=1. The catalyst class is: 2. (6) Reactant: [H-].[Na+].[C:3]([O:7][C:8](=[O:18])[CH2:9]P(OCC)(OCC)=O)([CH3:6])([CH3:5])[CH3:4].[C:19]1(=O)[CH2:22][CH2:21][CH2:20]1. Product: [C:19]1(=[CH:9][C:8]([O:7][C:3]([CH3:4])([CH3:5])[CH3:6])=[O:18])[CH2:22][CH2:21][CH2:20]1. The catalyst class is: 7. (7) Reactant: [C:1]([O:5][C:6]([NH:8][CH2:9][CH2:10][CH2:11][CH2:12][CH2:13][CH2:14][CH2:15][CH2:16][CH2:17][CH2:18][C:19](O)=[O:20])=[O:7])([CH3:4])([CH3:3])[CH3:2]. Product: [C:1]([O:5][C:6](=[O:7])[NH:8][CH2:9][CH2:10][CH2:11][CH2:12][CH2:13][CH2:14][CH2:15][CH2:16][CH2:17][CH2:18][CH2:19][OH:20])([CH3:4])([CH3:2])[CH3:3]. The catalyst class is: 7.